This data is from Forward reaction prediction with 1.9M reactions from USPTO patents (1976-2016). The task is: Predict the product of the given reaction. (1) Given the reactants [Li+].CC([N-]C(C)C)C.[CH:9]1([N:15]2[CH2:20][CH2:19][CH2:18][CH2:17][C:16]2=[O:21])[CH2:14][CH2:13][CH2:12][CH2:11][CH2:10]1.[Cl:22][C:23]1[CH:28]=[C:27]([Cl:29])[CH:26]=[CH:25][C:24]=1[CH2:30]Cl, predict the reaction product. The product is: [Cl:22][C:23]1[CH:28]=[C:27]([Cl:29])[CH:26]=[CH:25][C:24]=1[CH2:30][CH:17]1[CH2:18][CH2:19][CH2:20][N:15]([CH:9]2[CH2:10][CH2:11][CH2:12][CH2:13][CH2:14]2)[C:16]1=[O:21]. (2) Given the reactants [Cl:1][C:2]1[CH:7]=[CH:6][N:5]=[C:4]2[CH:8]=[C:9]([CH:11]=O)[S:10][C:3]=12.[NH:13]1[CH2:18][CH2:17][O:16][CH2:15][CH2:14]1.C(O)(=O)C.C([BH3-])#N.[Na+], predict the reaction product. The product is: [Cl:1][C:2]1[CH:7]=[CH:6][N:5]=[C:4]2[CH:8]=[C:9]([CH2:11][N:13]3[CH2:18][CH2:17][O:16][CH2:15][CH2:14]3)[S:10][C:3]=12. (3) Given the reactants [CH3:1][C:2]1[CH:7]=[C:6]([CH3:8])[CH:5]=[CH:4][C:3]=1[NH2:9].Br[C:11]1[CH:16]=[CH:15][C:14]([CH3:17])=[CH:13][CH:12]=1.C(P(C(C)(C)C)=O)(C)(C)C.P([O-])([O-])([O-])=O.[K+].[K+].[K+], predict the reaction product. The product is: [CH3:1][C:2]1[CH:7]=[C:6]([CH3:8])[CH:5]=[CH:4][C:3]=1[NH:9][C:11]1[CH:16]=[CH:15][C:14]([CH3:17])=[CH:13][CH:12]=1. (4) Given the reactants CN([CH:4]=[C:5]1[C:9]([CH3:11])([CH3:10])[O:8][C:7]([CH3:13])([CH3:12])[C:6]1=O)C.C(O)(=O)C.[NH2:19][C:20]([NH2:22])=[NH:21].C[O-].[Na+], predict the reaction product. The product is: [CH3:10][C:9]1([CH3:11])[C:5]2[CH:4]=[N:19][C:20]([NH2:22])=[N:21][C:6]=2[C:7]([CH3:13])([CH3:12])[O:8]1. (5) The product is: [C:45]([OH:51])([C:47]([F:50])([F:49])[F:48])=[O:46].[N:1]1[CH:6]=[CH:5][C:4]([C:7]2[C:15]3[C:10](=[CH:11][CH:12]=[C:13]([C:16]([NH2:18])=[O:17])[CH:14]=3)[NH:9][N:8]=2)=[CH:3][CH:2]=1. Given the reactants [N:1]1[CH:6]=[CH:5][C:4]([C:7]2[C:15]3[C:10](=[CH:11][CH:12]=[C:13]([C:16]([NH2:18])=[O:17])[CH:14]=3)[N:9](C(C3C=CC=CC=3)(C3C=CC=CC=3)C3C=CC=CC=3)[N:8]=2)=[CH:3][CH:2]=1.C([SiH](CC)CC)C.[C:45]([OH:51])([C:47]([F:50])([F:49])[F:48])=[O:46], predict the reaction product. (6) The product is: [Cl:5][C:6]1[CH:16]=[CH:15][CH:14]=[CH:13][C:7]=1[C@H:8]1[C@H:9]([N+:10]([O-:12])=[O:11])[CH2:4][CH:3]=[CH:2][CH2:1]1. Given the reactants [CH2:1]=[CH:2][CH:3]=[CH2:4].[Cl:5][C:6]1[CH:16]=[CH:15][CH:14]=[CH:13][C:7]=1[CH:8]=[CH:9][N+:10]([O-:12])=[O:11], predict the reaction product. (7) The product is: [CH3:1][N:2]1[C:10]2[C:5](=[CH:6][CH:7]=[CH:8][CH:9]=2)[CH:4]=[C:3]1[C:11]1[CH:12]=[C:13]([CH2:17][NH:18][S:22]([CH2:21][C:20]([F:27])([F:26])[F:19])(=[O:24])=[O:23])[CH:14]=[N:15][CH:16]=1. Given the reactants [CH3:1][N:2]1[C:10]2[C:5](=[CH:6][CH:7]=[CH:8][CH:9]=2)[CH:4]=[C:3]1[C:11]1[CH:12]=[C:13]([CH2:17][NH2:18])[CH:14]=[N:15][CH:16]=1.[F:19][C:20]([F:27])([F:26])[CH2:21][S:22](Cl)(=[O:24])=[O:23], predict the reaction product.